Dataset: Rat liver microsome stability data. Task: Regression/Classification. Given a drug SMILES string, predict its absorption, distribution, metabolism, or excretion properties. Task type varies by dataset: regression for continuous measurements (e.g., permeability, clearance, half-life) or binary classification for categorical outcomes (e.g., BBB penetration, CYP inhibition). Dataset: rlm. (1) The molecule is CNC(=O)c1ccc(-c2cnc3cnc(C(=O)N(C)c4ccc(Cl)cc4)cn23)cc1. The result is 0 (unstable in rat liver microsomes). (2) The drug is Oc1cccc(-c2ccc3cc(O)ccc3c2)c1. The result is 1 (stable in rat liver microsomes). (3) The result is 0 (unstable in rat liver microsomes). The drug is C[C@]1(C(=O)O)CC[C@H](C(=O)N2CC[C@@]3(S(=O)(=O)c4ccc(F)cc4)c4ccc(C(F)(C(F)(F)F)C(F)(F)F)cc4CC[C@@H]23)CC1. (4) The result is 0 (unstable in rat liver microsomes). The compound is CCN(CC)C(=O)c1nc(C(=O)NCC(C)(C)O)sc1-c1ccc(S(=O)(=O)N[C@@H](C)C(F)(F)F)c(Cl)c1Cl. (5) The drug is N[C@H]1COCC[C@H]1Nc1cc2ccnc(O)c2c(Nc2cccc3cc[nH]c23)n1. The result is 0 (unstable in rat liver microsomes).